This data is from Full USPTO retrosynthesis dataset with 1.9M reactions from patents (1976-2016). The task is: Predict the reactants needed to synthesize the given product. (1) Given the product [Br:1][C:2]1[CH:13]=[C:6]([C:7](=[O:8])[CH3:14])[CH:5]=[N:4][CH:3]=1, predict the reactants needed to synthesize it. The reactants are: [Br:1][C:2]1[CH:3]=[N:4][CH:5]=[C:6]([CH:13]=1)[C:7](N(OC)C)=[O:8].[CH3:14][Mg+].[Br-]. (2) Given the product [CH2:1]([C:3]1[CH:4]=[C:5]([C:14]2[O:18][N:17]=[C:16]([C:19]3[CH:27]=[CH:26][C:25]4[NH:24][C:23]5[CH:28]([CH2:31][C:32]([OH:34])=[O:33])[CH2:29][CH2:30][C:22]=5[C:21]=4[CH:20]=3)[N:15]=2)[CH:6]=[C:7]([O:9][C:10]([F:12])([F:13])[F:11])[CH:8]=1)[CH3:2], predict the reactants needed to synthesize it. The reactants are: [C:1]([C:3]1[CH:4]=[C:5]([C:14]2[O:18][N:17]=[C:16]([C:19]3[CH:27]=[CH:26][C:25]4[NH:24][C:23]5[CH:28]([CH2:31][C:32]([OH:34])=[O:33])[CH2:29][CH2:30][C:22]=5[C:21]=4[CH:20]=3)[N:15]=2)[CH:6]=[C:7]([O:9][C:10]([F:13])([F:12])[F:11])[CH:8]=1)#[CH:2].[H][H]. (3) Given the product [CH3:1][O:2][CH2:3][CH2:4][O:5][C:6]1[CH:11]=[CH:10][C:9]2[N:12]=[C:34]([C:33]3[CH:32]=[CH:31][C:30]([C:28]([NH:27][C:24]4[CH:25]=[C:26]5[C:21]([CH:20]=[CH:19][NH:18]5)=[CH:22][CH:23]=4)=[O:29])=[CH:37][CH:36]=3)[NH:15][C:8]=2[CH:7]=1, predict the reactants needed to synthesize it. The reactants are: [CH3:1][O:2][CH2:3][CH2:4][O:5][C:6]1[CH:11]=[CH:10][C:9]([N+:12]([O-])=O)=[C:8]([N+:15]([O-])=O)[CH:7]=1.[NH:18]1[C:26]2[C:21](=[CH:22][CH:23]=[C:24]([NH:27][C:28]([C:30]3[CH:37]=[CH:36][C:33]([CH:34]=O)=[CH:32][CH:31]=3)=[O:29])[CH:25]=2)[CH:20]=[CH:19]1. (4) Given the product [C:23]([C:25]1[CH:26]=[C:27]([C:28]2[O:1][N:2]=[C:3]([C:5]3[CH:13]=[CH:12][C:11]4[NH:10][C:9]5[CH:14]([CH2:17][C:18]([O:20][CH2:21][CH3:22])=[O:19])[CH2:15][CH2:16][C:8]=5[C:7]=4[CH:6]=3)[N:4]=2)[CH:31]=[CH:32][C:33]=1[O:34][C:35]([F:36])([F:37])[F:38])#[N:24], predict the reactants needed to synthesize it. The reactants are: [OH:1][N:2]=[C:3]([C:5]1[CH:13]=[CH:12][C:11]2[NH:10][C:9]3[CH:14]([CH2:17][C:18]([O:20][CH2:21][CH3:22])=[O:19])[CH2:15][CH2:16][C:8]=3[C:7]=2[CH:6]=1)[NH2:4].[C:23]([C:25]1[CH:26]=[C:27]([CH:31]=[CH:32][C:33]=1[O:34][C:35]([F:38])([F:37])[F:36])[C:28](Cl)=O)#[N:24].